Dataset: Reaction yield outcomes from USPTO patents with 853,638 reactions. Task: Predict the reaction yield, written as a fraction of the theoretical maximum amount of product (1.0 means a 100% yield; for example, 0.34 means a 34% yield). (1) The reactants are [CH3:1][O:2][C:3]1[C:8]2[N:9]=[C:10]([NH:12][C:13](=[O:23])[C:14]3[CH:19]=[CH:18][C:17]([CH2:20][NH:21][CH3:22])=[CH:16][CH:15]=3)[S:11][C:7]=2[C:6]([N:24]2[CH2:29][CH2:28][O:27][CH2:26][CH2:25]2)=[CH:5][CH:4]=1.[CH3:30][N:31]([CH2:33][C:34](Cl)=[O:35])[CH3:32]. No catalyst specified. The product is [CH3:30][N:31]([CH2:33][C:34]([N:21]([CH2:20][C:17]1[CH:16]=[CH:15][C:14]([C:13]([NH:12][C:10]2[S:11][C:7]3[C:6]([N:24]4[CH2:25][CH2:26][O:27][CH2:28][CH2:29]4)=[CH:5][CH:4]=[C:3]([O:2][CH3:1])[C:8]=3[N:9]=2)=[O:23])=[CH:19][CH:18]=1)[CH3:22])=[O:35])[CH3:32]. The yield is 0.460. (2) The yield is 0.272. The catalyst is O1CCOCC1. The reactants are [Cl:1][C:2]1[C:3]([NH:18][C:19]2C=[CH:25][C:24]([F:27])=[CH:23][C:20]=2C#N)=[CH:4][C:5]([NH:8][C:9]2[N:13]([CH:14]([CH3:16])[CH3:15])[N:12]=[C:11]([CH3:17])[CH:10]=2)=[N:6][CH:7]=1.[OH-].[Na+].[C:30]([O:33]CC)(=[O:32])[CH3:31]. The product is [Cl:1][C:2]1[C:3]([NH:18][C:19]2[CH:20]=[CH:23][C:24]([F:27])=[CH:25][C:31]=2[C:30]([OH:33])=[O:32])=[CH:4][C:5]([NH:8][C:9]2[N:13]([CH:14]([CH3:15])[CH3:16])[N:12]=[C:11]([CH3:17])[CH:10]=2)=[N:6][CH:7]=1. (3) The yield is 0.960. The catalyst is C1(C)C=CC=CC=1.[Cu]I. The product is [C:16]([C:2]1[CH:11]=[CH:10][C:5]([C:6]([O:8][CH3:9])=[O:7])=[CH:4][CH:3]=1)#[CH:17]. The reactants are I[C:2]1[CH:11]=[CH:10][C:5]([C:6]([O:8][CH3:9])=[O:7])=[CH:4][CH:3]=1.C[Si]([C:16]#[CH:17])(C)C. (4) The reactants are [NH:1]1[C:9]2[CH2:8][CH2:7][CH:6]([NH:10][C:11](=[O:17])[O:12][C:13]([CH3:16])([CH3:15])[CH3:14])[CH2:5][C:4]=2[CH:3]=[N:2]1.Br[C:19]1[S:20][C:21]([C:25]([O:27][CH2:28][CH3:29])=[O:26])=[C:22]([CH3:24])[N:23]=1.N1CCC[C@H]1C(O)=O.C(=O)([O-])[O-].[K+].[K+]. The catalyst is [Cu]I. The product is [C:13]([O:12][C:11]([NH:10][CH:6]1[CH2:7][CH2:8][C:9]2[N:1]([C:19]3[S:20][C:21]([C:25]([O:27][CH2:28][CH3:29])=[O:26])=[C:22]([CH3:24])[N:23]=3)[N:2]=[CH:3][C:4]=2[CH2:5]1)=[O:17])([CH3:14])([CH3:16])[CH3:15]. The yield is 0.230. (5) The reactants are [Br:1][C:2]1[CH:7]=[CH:6][C:5]([O:8][CH2:9][CH2:10][CH2:11]Br)=[CH:4][CH:3]=1.[NH:13]1[CH2:18][CH2:17][O:16][CH2:15][C:14]1=[O:19].[H-].[Na+].C(OCC)(=O)C. The catalyst is CN(C=O)C. The product is [Br:1][C:2]1[CH:7]=[CH:6][C:5]([O:8][CH2:9][CH2:10][CH2:11][N:13]2[CH2:18][CH2:17][O:16][CH2:15][C:14]2=[O:19])=[CH:4][CH:3]=1. The yield is 0.350. (6) The reactants are Br[C:2]1[C:3]([CH3:13])=[C:4]([CH:9]=[C:10]([Cl:12])[CH:11]=1)[C:5]([O:7][CH3:8])=[O:6].C(N(CC)C(C)C)(C)C.CC1(C)C2C(=C(P(C3C=CC=CC=3)C3C=CC=CC=3)C=CC=2)OC2C(P(C3C=CC=CC=3)C3C=CC=CC=3)=CC=CC1=2.[CH2:65]1[CH2:70][CH2:69][CH:68]([SH:71])[CH2:67][CH2:66]1. The catalyst is O1CCOCC1.CC([O-])=O.CC([O-])=O.[Pd+2]. The product is [Cl:12][C:10]1[CH:11]=[C:2]([S:71][CH:68]2[CH2:69][CH2:70][CH2:65][CH2:66][CH2:67]2)[C:3]([CH3:13])=[C:4]([CH:9]=1)[C:5]([O:7][CH3:8])=[O:6]. The yield is 0.830. (7) The reactants are [C:1]([C:5]1[NH:6][C:7]2[C:12]([CH:13]=1)=[C:11]([F:14])[CH:10]=[CH:9][CH:8]=2)([CH3:4])([CH3:3])[CH3:2].[N+:15]([O-])([O-:17])=[O:16].[K+].O. The catalyst is OS(O)(=O)=O. The product is [C:1]([C:5]1[NH:6][C:7]2[C:12]([CH:13]=1)=[C:11]([F:14])[C:10]([N+:15]([O-:17])=[O:16])=[CH:9][CH:8]=2)([CH3:4])([CH3:2])[CH3:3]. The yield is 0.730.